From a dataset of Full USPTO retrosynthesis dataset with 1.9M reactions from patents (1976-2016). Predict the reactants needed to synthesize the given product. (1) Given the product [NH2:46][C:42]1[CH2:43][O:44][CH2:45][C:40]([C:38]2[CH:39]=[C:34]([NH:33][C:11]([C:8]3[CH:7]=[C:6]([C:2]4[O:1][CH:5]=[CH:4][CH:3]=4)[O:10][N:9]=3)=[O:13])[CH:35]=[CH:36][C:37]=2[F:48])([CH3:47])[N:41]=1, predict the reactants needed to synthesize it. The reactants are: [O:1]1[CH:5]=[CH:4][CH:3]=[C:2]1[C:6]1[O:10][N:9]=[C:8]([C:11]([OH:13])=O)[CH:7]=1.O.[Cl-].COC1N=C(OC)N=C([N+]2(C)CCOCC2)N=1.[NH2:33][C:34]1[CH:35]=[CH:36][C:37]([F:48])=[C:38]([C:40]2([CH3:47])[CH2:45][O:44][CH2:43][C:42]([NH2:46])=[N:41]2)[CH:39]=1.[OH-].[Na+]. (2) Given the product [Br:1][C:2]1[CH:3]=[CH:4][C:5]([N:8]2[C:9]3[C:20]([OH:22])=[C:16]([C:17]#[N:18])[C:15](=[O:19])[NH:14][C:10]=3[CH:11]=[C:12]2[Cl:13])=[CH:6][CH:7]=1, predict the reactants needed to synthesize it. The reactants are: [Br:1][C:2]1[CH:7]=[CH:6][C:5]([N:8]2[C:12]([Cl:13])=[CH:11][C:10]([NH:14][C:15](=[O:19])[CH2:16][C:17]#[N:18])=[C:9]2[C:20]([O:22]CC)=O)=[CH:4][CH:3]=1.[H-].[Na+].O.Cl. (3) The reactants are: [NH2:1][CH:2]1[CH2:7][CH2:6][CH:5]([C:8]([O:10][CH2:11][C:12]2[CH:17]=[CH:16][CH:15]=[CH:14][CH:13]=2)=[O:9])[CH2:4][CH2:3]1.[C:18]([N:25]1[CH2:32][CH2:31][CH2:30][C@H:26]1[C:27](O)=[O:28])([O:20][C:21]([CH3:24])([CH3:23])[CH3:22])=[O:19].C1C=CC2N(O)N=NC=2C=1.C(N(CC)CC)C.CCN=C=NCCCN(C)C.Cl. Given the product [C:21]([O:20][C:18]([N:25]1[CH2:32][CH2:31][CH2:30][CH:26]1[C:27]([NH:1][C@@H:2]1[CH2:7][CH2:6][C@H:5]([C:8]([O:10][CH2:11][C:12]2[CH:13]=[CH:14][CH:15]=[CH:16][CH:17]=2)=[O:9])[CH2:4][CH2:3]1)=[O:28])=[O:19])([CH3:24])([CH3:23])[CH3:22], predict the reactants needed to synthesize it. (4) Given the product [N:1]1([C:7]([C:9]2[CH:10]=[CH:11][C:12]([C:15]3[N:23]4[C:18]([CH:19]=[CH:20][CH:21]=[CH:22]4)=[CH:17][C:16]=3[CH:24]([OH:26])[CH3:25])=[N:13][CH:14]=2)=[O:8])[CH2:2][CH2:3][O:4][CH2:5][CH2:6]1, predict the reactants needed to synthesize it. The reactants are: [N:1]1([C:7]([C:9]2[CH:10]=[CH:11][C:12]([C:15]3[N:23]4[C:18]([CH:19]=[CH:20][CH:21]=[CH:22]4)=[CH:17][C:16]=3[C:24](=[O:26])[CH3:25])=[N:13][CH:14]=2)=[O:8])[CH2:6][CH2:5][O:4][CH2:3][CH2:2]1.[BH4-].[Na+]. (5) Given the product [NH2:23][C:10]1[CH:9]=[C:8]([CH:13]=[CH:12][C:11]=1[B:14]1[O:18][C:17]([CH3:20])([CH3:19])[C:16]([CH3:22])([CH3:21])[O:15]1)[C:7]([NH:6][N:5]([C:1]([CH3:4])([CH3:3])[CH3:2])[C:27](=[O:36])[C:28]1[CH:29]=[C:30]([CH3:35])[CH:31]=[C:32]([CH3:34])[CH:33]=1)=[O:26], predict the reactants needed to synthesize it. The reactants are: [C:1]([N:5]([C:27](=[O:36])[C:28]1[CH:33]=[C:32]([CH3:34])[CH:31]=[C:30]([CH3:35])[CH:29]=1)[NH:6][C:7](=[O:26])[C:8]1[CH:13]=[CH:12][C:11]([B:14]2[O:18][C:17]([CH3:20])([CH3:19])[C:16]([CH3:22])([CH3:21])[O:15]2)=[C:10]([N+:23]([O-])=O)[CH:9]=1)([CH3:4])([CH3:3])[CH3:2]. (6) Given the product [Cl:1][C:2]1[C:3]([NH2:13])=[C:4]2[C:9](=[CH:10][CH:11]=1)[N:8]=[CH:7][C:6]([CH3:12])=[CH:5]2, predict the reactants needed to synthesize it. The reactants are: [Cl:1][C:2]1[C:3]([N+:13]([O-])=O)=[C:4]2[C:9](=[CH:10][CH:11]=1)[N:8]=[CH:7][C:6]([CH3:12])=[CH:5]2.Cl. (7) The reactants are: C(OC([N:8]1[CH2:12][CH2:11][CH:10]([C:13]2[C:21]3[O:20][C:19]([C:22](=[O:24])[CH3:23])=[C:18]([CH2:25][C:26]4[CH:31]=[CH:30][CH:29]=[C:28]([F:32])[CH:27]=4)[C:17]=3[CH:16]=[C:15]([F:33])[CH:14]=2)[CH2:9]1)=O)(C)(C)C.Cl. Given the product [F:33][C:15]1[CH:14]=[C:13]([CH:10]2[CH2:11][CH2:12][NH:8][CH2:9]2)[C:21]2[O:20][C:19]([C:22](=[O:24])[CH3:23])=[C:18]([CH2:25][C:26]3[CH:31]=[CH:30][CH:29]=[C:28]([F:32])[CH:27]=3)[C:17]=2[CH:16]=1, predict the reactants needed to synthesize it. (8) Given the product [Cl:1][C:2]1[CH:7]=[CH:6][CH:5]=[C:4]([F:8])[C:3]=1[NH:9][C:10]1[NH:11][C:12]2[C:18]3[CH2:19][C:20]([CH3:23])([CH3:22])[O:21][C:17]=3[C:16]([C:24]([NH:34][C:33]3[CH:35]=[C:36]([C:39]([F:40])([F:41])[F:42])[CH:37]=[CH:38][C:32]=3[F:31])=[O:26])=[CH:15][C:13]=2[N:14]=1, predict the reactants needed to synthesize it. The reactants are: [Cl:1][C:2]1[CH:7]=[CH:6][CH:5]=[C:4]([F:8])[C:3]=1[NH:9][C:10]1[NH:11][C:12]2[C:18]3[CH2:19][C:20]([CH3:23])([CH3:22])[O:21][C:17]=3[C:16]([C:24]([OH:26])=O)=[CH:15][C:13]=2[N:14]=1.S(Cl)(Cl)=O.[F:31][C:32]1[CH:38]=[CH:37][C:36]([C:39]([F:42])([F:41])[F:40])=[CH:35][C:33]=1[NH2:34].CCN(C(C)C)C(C)C.